From a dataset of Forward reaction prediction with 1.9M reactions from USPTO patents (1976-2016). Predict the product of the given reaction. Given the reactants C[O:2][C:3]([C:5]1[S:6][C:7]([C:20]2[CH:25]=[CH:24][C:23]([F:26])=[CH:22][CH:21]=2)=[C:8]([C:10]2[CH:15]=[CH:14][C:13]([S:16]([NH2:19])(=[O:18])=[O:17])=[CH:12][CH:11]=2)[CH:9]=1)=[O:4].CO.[OH-].[Na+], predict the reaction product. The product is: [NH2:19][S:16]([C:13]1[CH:12]=[CH:11][C:10]([C:8]2[CH:9]=[C:5]([C:3]([OH:4])=[O:2])[S:6][C:7]=2[C:20]2[CH:25]=[CH:24][C:23]([F:26])=[CH:22][CH:21]=2)=[CH:15][CH:14]=1)(=[O:17])=[O:18].